Dataset: NCI-60 drug combinations with 297,098 pairs across 59 cell lines. Task: Regression. Given two drug SMILES strings and cell line genomic features, predict the synergy score measuring deviation from expected non-interaction effect. (1) Drug 1: CCC1=CC2CC(C3=C(CN(C2)C1)C4=CC=CC=C4N3)(C5=C(C=C6C(=C5)C78CCN9C7C(C=CC9)(C(C(C8N6C)(C(=O)OC)O)OC(=O)C)CC)OC)C(=O)OC.C(C(C(=O)O)O)(C(=O)O)O. Drug 2: CC(C)CN1C=NC2=C1C3=CC=CC=C3N=C2N. Cell line: SF-268. Synergy scores: CSS=13.0, Synergy_ZIP=0.531, Synergy_Bliss=-0.976, Synergy_Loewe=-23.5, Synergy_HSA=-2.69. (2) Drug 1: COC1=NC(=NC2=C1N=CN2C3C(C(C(O3)CO)O)O)N. Cell line: MDA-MB-231. Drug 2: CC1CCC2CC(C(=CC=CC=CC(CC(C(=O)C(C(C(=CC(C(=O)CC(OC(=O)C3CCCCN3C(=O)C(=O)C1(O2)O)C(C)CC4CCC(C(C4)OC)O)C)C)O)OC)C)C)C)OC. Synergy scores: CSS=-7.48, Synergy_ZIP=3.98, Synergy_Bliss=4.36, Synergy_Loewe=-3.95, Synergy_HSA=-4.35. (3) Drug 1: CNC(=O)C1=CC=CC=C1SC2=CC3=C(C=C2)C(=NN3)C=CC4=CC=CC=N4. Drug 2: CCC1=CC2CC(C3=C(CN(C2)C1)C4=CC=CC=C4N3)(C5=C(C=C6C(=C5)C78CCN9C7C(C=CC9)(C(C(C8N6C)(C(=O)OC)O)OC(=O)C)CC)OC)C(=O)OC.C(C(C(=O)O)O)(C(=O)O)O. Cell line: SK-MEL-28. Synergy scores: CSS=30.6, Synergy_ZIP=6.38, Synergy_Bliss=6.27, Synergy_Loewe=-12.5, Synergy_HSA=3.64.